Dataset: Reaction yield outcomes from USPTO patents with 853,638 reactions. Task: Predict the reaction yield, written as a fraction of the theoretical maximum amount of product (1.0 means a 100% yield; for example, 0.34 means a 34% yield). (1) The reactants are Br[C:2]1[C:3]([N:21]2[CH2:26][CH2:25][C:24]([CH3:28])([CH3:27])[CH2:23][CH2:22]2)=[C:4]([C@H:10]([O:16][C:17]([CH3:20])([CH3:19])[CH3:18])[C:11]([O:13][CH2:14][CH3:15])=[O:12])[C:5]([CH3:9])=[N:6][C:7]=1[CH3:8].[CH3:29][O:30][C:31]1[CH:47]=[CH:46][CH:45]=[CH:44][C:32]=1[CH2:33][O:34][C:35]1[CH:40]=[CH:39][C:38](B(O)O)=[CH:37][CH:36]=1.C([O-])([O-])=O.[Na+].[Na+]. The catalyst is CN(C=O)C.C1C=CC([P]([Pd]([P](C2C=CC=CC=2)(C2C=CC=CC=2)C2C=CC=CC=2)([P](C2C=CC=CC=2)(C2C=CC=CC=2)C2C=CC=CC=2)[P](C2C=CC=CC=2)(C2C=CC=CC=2)C2C=CC=CC=2)(C2C=CC=CC=2)C2C=CC=CC=2)=CC=1. The product is [C:17]([O:16][C@@H:10]([C:4]1[C:5]([CH3:9])=[N:6][C:7]([CH3:8])=[C:2]([C:38]2[CH:37]=[CH:36][C:35]([O:34][CH2:33][C:32]3[CH:44]=[CH:45][CH:46]=[CH:47][C:31]=3[O:30][CH3:29])=[CH:40][CH:39]=2)[C:3]=1[N:21]1[CH2:26][CH2:25][C:24]([CH3:28])([CH3:27])[CH2:23][CH2:22]1)[C:11]([O:13][CH2:14][CH3:15])=[O:12])([CH3:20])([CH3:19])[CH3:18]. The yield is 0.679. (2) The reactants are [OH:1][CH:2]1[C:11]2[C:6](=[CH:7][CH:8]=[C:9]([OH:12])[CH:10]=2)[CH2:5][N:4]([C:13]([O:15][C:16]([CH3:19])([CH3:18])[CH3:17])=[O:14])[CH2:3]1.FC(F)(F)S(O[CH2:26][C:27]([F:30])([F:29])[F:28])(=O)=O. No catalyst specified. The product is [OH:1][CH:2]1[C:11]2[C:6](=[CH:7][CH:8]=[C:9]([O:12][CH2:26][C:27]([F:30])([F:29])[F:28])[CH:10]=2)[CH2:5][N:4]([C:13]([O:15][C:16]([CH3:19])([CH3:18])[CH3:17])=[O:14])[CH2:3]1. The yield is 0.340. (3) The reactants are C([O:4][CH2:5][CH2:6][N:7]1[C:12](=[O:13])[CH2:11][N:10]2[CH:14]([C:35](=[CH2:38])[CH2:36][CH3:37])[C:15]3([C:32]4[C:27](=[CH:28][C:29]([Cl:33])=[CH:30][CH:31]=4)[NH:26][C:25]3=[O:34])[CH:16]([C:18]3[CH:23]=[CH:22][CH:21]=[C:20]([Cl:24])[CH:19]=3)[CH2:17][C:9]2=[N:8]1)(=O)C.[OH-].[Na+].Cl. The catalyst is O1CCCC1.CO. The product is [Cl:33][C:29]1[CH:28]=[C:27]2[NH:26][C:25](=[O:34])[C:15]3([CH:14]([C:35](=[CH2:38])[CH2:36][CH3:37])[N:10]4[C:9](=[N:8][N:7]([CH2:6][CH2:5][OH:4])[C:12](=[O:13])[CH2:11]4)[CH2:17][CH:16]3[C:18]3[CH:23]=[CH:22][CH:21]=[C:20]([Cl:24])[CH:19]=3)[C:32]2=[CH:31][CH:30]=1. The yield is 0.790. (4) The reactants are N(C(OCC)=O)=NC(OCC)=O.[Cl:13][C:14]1[CH:33]=[CH:32][C:17]([NH:18][C:19]2[C:28]3[C:23](=[CH:24][C:25]([OH:31])=[C:26]([O:29][CH3:30])[CH:27]=3)[N:22]=[CH:21][N:20]=2)=[C:16]([F:34])[CH:15]=1.C1(P(C2C=CC=CC=2)C2C=CC=CC=2)C=CC=CC=1.O[CH2:55][CH2:56][CH2:57][N:58]1[CH2:62][CH2:61][CH2:60][C@H:59]1[C:63](=[O:67])[N:64]([CH3:66])[CH3:65]. The catalyst is C(Cl)Cl. The product is [ClH:13].[Cl:13][C:14]1[CH:33]=[CH:32][C:17]([NH:18][C:19]2[C:28]3[C:23](=[CH:24][C:25]([O:31][CH2:55][CH2:56][CH2:57][N:58]4[CH2:62][CH2:61][CH2:60][C@H:59]4[C:63](=[O:67])[N:64]([CH3:65])[CH3:66])=[C:26]([O:29][CH3:30])[CH:27]=3)[N:22]=[CH:21][N:20]=2)=[C:16]([F:34])[CH:15]=1. The yield is 0.320. (5) The reactants are C[O:2][C:3](=O)[CH2:4][O:5][C:6]1[CH:11]=[CH:10][C:9]([C:12]([CH2:26][CH3:27])([C:15]2[S:19][C:18]3[CH:20]=[C:21]([O:24][CH3:25])[CH:22]=[CH:23][C:17]=3[CH:16]=2)[CH2:13][CH3:14])=[CH:8][C:7]=1[CH3:28].[CH2:30]1[CH2:34]OCC1.[CH2:35]([Mg]Br)[CH3:36]. The catalyst is [Cl-].N. The product is [CH2:13]([C:12]([C:9]1[CH:10]=[CH:11][C:6]([O:5][CH2:4][C:3]([OH:2])([CH2:35][CH3:36])[CH2:30][CH3:34])=[C:7]([CH3:28])[CH:8]=1)([C:15]1[S:19][C:23]2[CH:22]=[C:21]([O:24][CH3:25])[CH:20]=[CH:18][C:17]=2[CH:16]=1)[CH2:26][CH3:27])[CH3:14]. The yield is 0.560.